Predict the reactants needed to synthesize the given product. From a dataset of Full USPTO retrosynthesis dataset with 1.9M reactions from patents (1976-2016). (1) Given the product [Cl:1][C:2]1[CH:9]=[CH:8][C:5]([CH:6]2[CH2:11][C:12](=[O:17])[NH:33][C:23]([CH3:25])=[C:22]2[C:21]([O:27][CH3:28])=[O:26])=[C:4]([F:10])[CH:3]=1, predict the reactants needed to synthesize it. The reactants are: [Cl:1][C:2]1[CH:9]=[CH:8][C:5]([CH:6]=O)=[C:4]([F:10])[CH:3]=1.[CH3:11][C:12]1(C)[O:17]C(=O)CC(=O)O1.[C:21]([O:27][CH3:28])(=[O:26])[CH2:22][C:23]([CH3:25])=O.C([O-])(=O)C.[NH4+:33].C([O-])([O-])=O.[K+].[K+]. (2) Given the product [C:34]([NH:1][C:2]1[CH:7]=[CH:6][CH:5]=[CH:4][C:3]=1[C:8](=[C:22]1[CH2:27][CH2:26][N:25]([CH2:28][C:29]2[N:30]=[CH:31][S:32][CH:33]=2)[CH2:24][CH2:23]1)[C:9]1[CH:21]=[CH:20][C:12]([C:13]([N:15]([CH2:18][CH3:19])[CH2:16][CH3:17])=[O:14])=[CH:11][CH:10]=1)(=[O:36])[CH3:35], predict the reactants needed to synthesize it. The reactants are: [NH2:1][C:2]1[CH:7]=[CH:6][CH:5]=[CH:4][C:3]=1[C:8](=[C:22]1[CH2:27][CH2:26][N:25]([CH2:28][C:29]2[N:30]=[CH:31][S:32][CH:33]=2)[CH2:24][CH2:23]1)[C:9]1[CH:21]=[CH:20][C:12]([C:13]([N:15]([CH2:18][CH3:19])[CH2:16][CH3:17])=[O:14])=[CH:11][CH:10]=1.[C:34](Cl)(=[O:36])[CH3:35].C(N(CC)CC)C.C(O)(C(F)(F)F)=O. (3) Given the product [F:1][C:2]1[CH:3]=[C:4]([C:9]2[CH:10]=[C:11]([C:12]([F:15])([F:14])[F:13])[N:20]3[N:21]=[CH:22][C:23]([C:24]#[N:25])=[C:19]3[N:18]=2)[CH:5]=[CH:6][C:7]=1[F:8], predict the reactants needed to synthesize it. The reactants are: [F:1][C:2]1[CH:3]=[C:4]([C:9](=O)[CH2:10][C:11](=O)[C:12]([F:15])([F:14])[F:13])[CH:5]=[CH:6][C:7]=1[F:8].[NH2:18][C:19]1[C:23]([C:24]#[N:25])=[CH:22][NH:21][N:20]=1. (4) The reactants are: [N:1]([O-])=O.[Na+].[NH2:5][C:6]1[CH:15]=[CH:14][C:9]([C:10]([O:12][CH3:13])=[O:11])=[CH:8][C:7]=1[CH3:16].CC(O[K])=O.C(Cl)(Cl)Cl. Given the product [NH:5]1[C:6]2[C:7](=[CH:8][C:9]([C:10]([O:12][CH3:13])=[O:11])=[CH:14][CH:15]=2)[CH:16]=[N:1]1, predict the reactants needed to synthesize it. (5) Given the product [C:1]([O:5][C:6]([N:8]1[C:16]2[C:11](=[C:12]([NH:24][C:25]3[CH:30]=[CH:29][C:28]([Br:36])=[CH:27][C:26]=3[F:35])[C:13]([C:17]([O:19][C:20]([CH3:23])([CH3:22])[CH3:21])=[O:18])=[CH:14][CH:15]=2)[CH:10]=[N:9]1)=[O:7])([CH3:4])([CH3:3])[CH3:2], predict the reactants needed to synthesize it. The reactants are: [C:1]([O:5][C:6]([N:8]1[C:16]2[C:11](=[C:12]([NH:24][C:25]3[CH:30]=[CH:29][C:28]([Si](C)(C)C)=[CH:27][C:26]=3[F:35])[C:13]([C:17]([O:19][C:20]([CH3:23])([CH3:22])[CH3:21])=[O:18])=[CH:14][CH:15]=2)[CH:10]=[N:9]1)=[O:7])([CH3:4])([CH3:3])[CH3:2].[Br:36]N1C(=O)CCC1=O. (6) Given the product [CH:12]([C:15]1[NH:16][C:17]2[CH:23]=[C:22]([NH2:24])[CH:21]=[CH:20][C:18]=2[N:19]=1)([CH3:14])[CH3:13], predict the reactants needed to synthesize it. The reactants are: [N+](C1C=CC(N)=C(N)C=1)([O-])=O.[CH:12]([C:15]1[NH:16][C:17]2[CH:23]=[C:22]([N+:24]([O-])=O)[CH:21]=[CH:20][C:18]=2[N:19]=1)([CH3:14])[CH3:13].[N+](C1NC2C=CC=CC=2N=1)([O-])=O. (7) Given the product [N:30]([CH2:12][CH2:13][O:14][CH2:15][CH2:16][O:17][CH2:18][CH2:19][O:20][CH2:21][CH2:22][C:23]([O:25][C:26]([CH3:29])([CH3:28])[CH3:27])=[O:24])=[N+:31]=[N-:32], predict the reactants needed to synthesize it. The reactants are: S(O[CH2:12][CH2:13][O:14][CH2:15][CH2:16][O:17][CH2:18][CH2:19][O:20][CH2:21][CH2:22][C:23]([O:25][C:26]([CH3:29])([CH3:28])[CH3:27])=[O:24])(C1C=CC(C)=CC=1)(=O)=O.[N-:30]=[N+:31]=[N-:32].[Na+]. (8) Given the product [CH2:23]([Cl:26])[Cl:46].[NH3:10].[CH3:11][OH:27].[CH2:48]([Cl:49])[Cl:1].[Cl:1][C:2]1[CH:7]=[CH:6][C:5]([C:8](=[O:28])[CH2:9][N:10]2[C:14]3([CH2:19][CH2:18][N:17]([CH3:32])[CH2:16][CH2:15]3)[N:13]=[C:12]([C:20]3[CH:25]=[CH:24][C:23]([Cl:26])=[CH:22][CH:21]=3)[C:11]2=[O:27])=[CH:4][C:3]=1[CH3:29], predict the reactants needed to synthesize it. The reactants are: [Cl:1][C:2]1[CH:7]=[CH:6][C:5]([C:8](=[O:28])[CH2:9][N:10]2[C:14]3([CH2:19][CH2:18][NH:17][CH2:16][CH2:15]3)[N:13]=[C:12]([C:20]3[CH:25]=[CH:24][C:23]([Cl:26])=[CH:22][CH:21]=3)[C:11]2=[O:27])=[CH:4][C:3]=1[CH3:29].C=O.[C:32](O[BH-](OC(=O)C)OC(=O)C)(=O)C.[Na+].[Cl:46]C[CH2:48][Cl:49]. (9) Given the product [N:25]1([C:22]2[CH:23]=[CH:24][C:18]3[O:17][CH:16]([CH:13]4[CH2:12][CH2:11][N:10]([C:7]5[N:6]=[CH:5][C:4]([CH2:1][CH2:2][CH3:3])=[CH:9][N:8]=5)[CH2:15][CH2:14]4)[CH2:20][C:19]=3[CH:21]=2)[CH2:30][CH2:29][NH:28][CH2:27][CH2:26]1, predict the reactants needed to synthesize it. The reactants are: [CH2:1]([C:4]1[CH:5]=[N:6][C:7]([N:10]2[CH2:15][CH2:14][CH:13]([CH:16]3[CH2:20][C:19]4[CH:21]=[C:22]([N:25]5[CH2:30][CH2:29][N:28](C(OC(C)(C)C)=O)[CH2:27][CH2:26]5)[CH:23]=[CH:24][C:18]=4[O:17]3)[CH2:12][CH2:11]2)=[N:8][CH:9]=1)[CH2:2][CH3:3].C(O)(C(F)(F)F)=O.FC1C2OC(C3(O)CCN(C4N=CC(CCC)=CN=4)CC3)CC=2C=C(C2CCNCC=2)C=1. (10) Given the product [CH3:21][O:22][C:23]1[CH:24]=[C:25]2[C:29](=[CH:30][CH:31]=1)[NH:28][C:27]([C:32]([N:16]1[CH2:15][CH2:14][C:13]3[C:18](=[CH:19][CH:20]=[C:11]([C:9]([NH:8][O:7][CH:2]4[CH2:3][CH2:4][CH2:5][CH2:6][O:1]4)=[O:10])[CH:12]=3)[CH2:17]1)=[O:33])=[CH:26]2, predict the reactants needed to synthesize it. The reactants are: [O:1]1[CH2:6][CH2:5][CH2:4][CH2:3][CH:2]1[O:7][NH:8][C:9]([C:11]1[CH:12]=[C:13]2[C:18](=[CH:19][CH:20]=1)[CH2:17][NH:16][CH2:15][CH2:14]2)=[O:10].[CH3:21][O:22][C:23]1[CH:24]=[C:25]2[C:29](=[CH:30][CH:31]=1)[NH:28][C:27]([C:32](O)=[O:33])=[CH:26]2.C1C=CC2N(O)N=NC=2C=1.C(Cl)CCl.